This data is from Forward reaction prediction with 1.9M reactions from USPTO patents (1976-2016). The task is: Predict the product of the given reaction. (1) Given the reactants [N:1]1[CH:6]=[CH:5][CH:4]=[C:3]([N:7]2[CH2:11][CH2:10][C@@H:9]([OH:12])[CH2:8]2)[CH:2]=1.[Br:13]C1C(=O)C(Br)=CC(Br)(Br)C=1.[OH-].[Na+], predict the reaction product. The product is: [Br:13][C:6]1[N:1]=[CH:2][C:3]([N:7]2[CH2:11][CH2:10][C@@H:9]([OH:12])[CH2:8]2)=[CH:4][CH:5]=1. (2) Given the reactants [C:1]([OH:6])(=[O:5])[C:2]([OH:4])=[O:3].[CH2:7]([O:14][NH:15][CH:16]1[CH2:21][NH:20][CH:19]([C:22]([O:24][CH2:25][C:26]2[CH:31]=[CH:30][CH:29]=[CH:28][CH:27]=2)=[O:23])[CH2:18][CH2:17]1)[C:8]1[CH:13]=[CH:12][CH:11]=[CH:10][CH:9]=1.C(=O)(O)[O-].[K+].O.O.C(O)(=O)C(O)=O, predict the reaction product. The product is: [C:1]([OH:6])(=[O:5])[C:2]([OH:4])=[O:3].[CH2:7]([O:14][NH:15][C@H:16]1[CH2:21][NH:20][C@H:19]([C:22]([O:24][CH2:25][C:26]2[CH:27]=[CH:28][CH:29]=[CH:30][CH:31]=2)=[O:23])[CH2:18][CH2:17]1)[C:8]1[CH:13]=[CH:12][CH:11]=[CH:10][CH:9]=1.